This data is from Forward reaction prediction with 1.9M reactions from USPTO patents (1976-2016). The task is: Predict the product of the given reaction. (1) Given the reactants [C:1]([O:5][C:6]([N:8]1[CH2:13][CH2:12][CH:11]([NH:14][C@H:15]([C:18]2[CH:23]=[CH:22][CH:21]=[CH:20][CH:19]=2)[CH2:16][OH:17])[CH2:10][CH2:9]1)=[O:7])([CH3:4])([CH3:3])[CH3:2].[N:24]1[CH:29]=[CH:28][CH:27]=[C:26]([N:30]=[C:31]=[O:32])[CH:25]=1, predict the reaction product. The product is: [C:1]([O:5][C:6]([N:8]1[CH2:9][CH2:10][CH:11]([N:14]([C@H:15]([C:18]2[CH:19]=[CH:20][CH:21]=[CH:22][CH:23]=2)[CH2:16][OH:17])[C:31]([NH:30][C:26]2[CH:25]=[N:24][CH:29]=[CH:28][CH:27]=2)=[O:32])[CH2:12][CH2:13]1)=[O:7])([CH3:4])([CH3:2])[CH3:3]. (2) Given the reactants Br[CH2:2][CH2:3][CH2:4][N:5]1[C:9]2[CH:10]=[CH:11][C:12]([CH:14]=[O:15])=[CH:13][C:8]=2[NH:7][C:6]1=[O:16].[OH:17][C:18]([C:35]1[S:36][CH:37]=[CH:38][CH:39]=1)([C:30]1[S:31][CH:32]=[CH:33][CH:34]=1)[C:19]([O:21][C@H:22]1[CH2:27][CH2:26][C@H:25]([NH:28][CH3:29])[CH2:24][CH2:23]1)=[O:20].C(N(CC)CC)C, predict the reaction product. The product is: [OH:17][C:18]([C:30]1[S:31][CH:32]=[CH:33][CH:34]=1)([C:35]1[S:36][CH:37]=[CH:38][CH:39]=1)[C:19]([O:21][C@H:22]1[CH2:23][CH2:24][C@H:25]([N:28]([CH2:2][CH2:3][CH2:4][N:5]2[C:9]3[CH:10]=[CH:11][C:12]([CH:14]=[O:15])=[CH:13][C:8]=3[NH:7][C:6]2=[O:16])[CH3:29])[CH2:26][CH2:27]1)=[O:20]. (3) Given the reactants FC(F)(F)C(O)=[O:4].[Cl:8][C:9]1[CH:14]=[CH:13][CH:12]=[C:11]([Cl:15])[N:10]=1.OO, predict the reaction product. The product is: [Cl:8][C:9]1[CH:14]=[CH:13][CH:12]=[C:11]([Cl:15])[N+:10]=1[O-:4]. (4) The product is: [CH:1]1([CH2:7][N:8]2[C:12]([C:13]3[N:21]4[C:16]([CH:17]=[CH:18][CH:19]=[CH:20]4)=[C:15]([S:22]([N:25]4[CH2:26][CH2:27][CH2:28][CH2:29][CH2:30]4)(=[O:23])=[O:24])[CH:14]=3)=[CH:11][C:10]([C:31]([NH:41][CH2:40][C:36]3([CH3:35])[CH2:39][O:38][CH2:37]3)=[O:33])=[C:9]2[CH3:34])[CH2:2][CH2:3][CH2:4][CH2:5][CH2:6]1. Given the reactants [CH:1]1([CH2:7][N:8]2[C:12]([C:13]3[N:21]4[C:16]([CH:17]=[CH:18][CH:19]=[CH:20]4)=[C:15]([S:22]([N:25]4[CH2:30][CH2:29][CH2:28][CH2:27][CH2:26]4)(=[O:24])=[O:23])[CH:14]=3)=[CH:11][C:10]([C:31]([OH:33])=O)=[C:9]2[CH3:34])[CH2:6][CH2:5][CH2:4][CH2:3][CH2:2]1.[CH3:35][C:36]1([CH2:40][NH2:41])[CH2:39][O:38][CH2:37]1.CN(C(ON1N=NC2C=CC=NC1=2)=[N+](C)C)C.F[P-](F)(F)(F)(F)F.CCN(C(C)C)C(C)C, predict the reaction product. (5) Given the reactants [ClH:1].C(O[C:7]([N:9](C)[CH2:10][CH2:11][N:12]([CH3:30])[S:13]([C:16]1[CH:25]=[CH:24][C:23]2[NH:22][C:21](=[O:26])[C:20]3[NH:27][CH:28]=[CH:29][C:19]=3[C:18]=2[CH:17]=1)(=[O:15])=[O:14])=O)(C)(C)C.[CH2:32]([C:35]([O-:37])=[O:36])[CH2:33][CH3:34], predict the reaction product. The product is: [CH3:30][N:12]([CH2:11][CH2:10][NH:9][CH3:7])[S:13]([C:16]1[CH:25]=[CH:24][C:23]2[NH:22][C:21](=[O:26])[C:20]3[NH:27][CH:28]=[CH:29][C:19]=3[C:18]=2[CH:17]=1)(=[O:14])=[O:15].[ClH:1].[CH2:32]([C:35]([OH:37])=[O:36])[CH2:33][CH3:34]. (6) Given the reactants Br[C:2]1[CH:3]=[CH:4][C:5]2[N:6]([C:8]([C:12]3[S:13][C:14]([C:23]([O:25][CH2:26][CH3:27])=[O:24])=[C:15]([C:17]4[CH:22]=[CH:21][CH:20]=[CH:19][CH:18]=4)[N:16]=3)=[C:9]([CH3:11])[N:10]=2)[CH:7]=1.[C:28]1(B2OC(C)(C)C(C)(C)O2)[CH2:33][CH2:32][CH2:31][CH2:30][CH:29]=1.C(=O)([O-])[O-].[Cs+].[Cs+], predict the reaction product. The product is: [C:28]1([C:2]2[CH:3]=[CH:4][C:5]3[N:6]([C:8]([C:12]4[S:13][C:14]([C:23]([O:25][CH2:26][CH3:27])=[O:24])=[C:15]([C:17]5[CH:22]=[CH:21][CH:20]=[CH:19][CH:18]=5)[N:16]=4)=[C:9]([CH3:11])[N:10]=3)[CH:7]=2)[CH2:33][CH2:32][CH2:31][CH2:30][CH:29]=1. (7) Given the reactants [Br:1][C:2]1[CH:3]=[CH:4][C:5]([C:8](=[O:10])[CH3:9])=[N:6][CH:7]=1.[BrH:11].O.BrBr, predict the reaction product. The product is: [Br:11][CH2:9][C:8]([C:5]1[CH:4]=[CH:3][C:2]([Br:1])=[CH:7][N:6]=1)=[O:10].